From a dataset of Forward reaction prediction with 1.9M reactions from USPTO patents (1976-2016). Predict the product of the given reaction. Given the reactants [F:1][C:2]1[CH:3]=[C:4]([CH:7]=[C:8]([F:11])[C:9]=1[OH:10])[CH:5]=[O:6].[C:12](=O)([O-])[O-].[K+].[K+].CI, predict the reaction product. The product is: [F:1][C:2]1[CH:3]=[C:4]([CH:7]=[C:8]([F:11])[C:9]=1[O:10][CH3:12])[CH:5]=[O:6].